Dataset: TCR-epitope binding with 47,182 pairs between 192 epitopes and 23,139 TCRs. Task: Binary Classification. Given a T-cell receptor sequence (or CDR3 region) and an epitope sequence, predict whether binding occurs between them. (1) The epitope is KLNVGDYFV. The TCR CDR3 sequence is CASRTGGWNSPLHF. Result: 1 (the TCR binds to the epitope). (2) The epitope is RLRAEAQVK. The TCR CDR3 sequence is CASGYWSGDTQYF. Result: 1 (the TCR binds to the epitope). (3) The epitope is GLCTLVAML. The TCR CDR3 sequence is CSVGAAGTNEKLFF. Result: 1 (the TCR binds to the epitope). (4) The epitope is TPRVTGGGAM. The TCR CDR3 sequence is CASSSSSWDRPQHF. Result: 1 (the TCR binds to the epitope). (5) The epitope is FLKEKGGL. The TCR CDR3 sequence is CASSEFGQGFYEQYF. Result: 1 (the TCR binds to the epitope). (6) The epitope is FTISVTTEIL. The TCR CDR3 sequence is CASSSGYEQYF. Result: 0 (the TCR does not bind to the epitope). (7) The epitope is RPPIFIRRL. The TCR CDR3 sequence is CASSTLPNMNTEAFF. Result: 0 (the TCR does not bind to the epitope). (8) The epitope is KRWIILGLNK. The TCR CDR3 sequence is CAGRPGQGSHEQYF. Result: 1 (the TCR binds to the epitope). (9) The epitope is FTISVTTEIL. The TCR CDR3 sequence is CASSFYPSSYEQYF. Result: 0 (the TCR does not bind to the epitope).